The task is: Predict the reactants needed to synthesize the given product.. This data is from Full USPTO retrosynthesis dataset with 1.9M reactions from patents (1976-2016). (1) Given the product [CH3:18][C:13]1[CH:12]=[CH:11][C:16]([O:17][C:2]2[CH:3]=[C:4]3[C:8](=[CH:9][CH:10]=2)[NH:7][CH:6]=[CH:5]3)=[CH:15][CH:14]=1, predict the reactants needed to synthesize it. The reactants are: Br[C:2]1[CH:3]=[C:4]2[C:8](=[CH:9][CH:10]=1)[NH:7][CH:6]=[CH:5]2.[CH:11]1[C:16]([OH:17])=[CH:15][CH:14]=[C:13]([CH3:18])[CH:12]=1. (2) Given the product [O:1]1[C:5]2([CH2:10][CH2:9][CH:8]([N:13]3[CH2:14][CH2:15][CH2:16][CH2:17][O:12]3)[CH2:7][CH2:6]2)[O:4][CH2:3][CH2:2]1, predict the reactants needed to synthesize it. The reactants are: [O:1]1[C:5]2([CH2:10][CH2:9][C:8](=O)[CH2:7][CH2:6]2)[O:4][CH2:3][CH2:2]1.[O:12]1[CH2:17][CH2:16][CH2:15][CH2:14][NH:13]1.C(O[BH-](OC(=O)C)OC(=O)C)(=O)C.[Na+]. (3) Given the product [OH:24][C:22]1([C:29]([F:32])([F:30])[F:31])[C:23]2[NH:11][C:12]3[C:17](=[CH:16][C:15]([C:33]#[N:34])=[CH:14][CH:13]=3)[C:18]=2[CH2:19][CH2:20][CH2:21]1, predict the reactants needed to synthesize it. The reactants are: S([N:11]1[C:23]2[C:22]([C:29]([F:32])([F:31])[F:30])([O:24][Si](C)(C)C)[CH2:21][CH2:20][CH2:19][C:18]=2[C:17]2[C:12]1=[CH:13][CH:14]=[C:15]([C:33]#[N:34])[CH:16]=2)(C1C=CC(C)=CC=1)(=O)=O.[OH-].[K+].